This data is from Catalyst prediction with 721,799 reactions and 888 catalyst types from USPTO. The task is: Predict which catalyst facilitates the given reaction. (1) Reactant: [CH:1]1([CH2:4][N:5]([CH:29]2[CH2:34][CH2:33][CH2:32][O:31][CH2:30]2)[C:6]2[C:7]([O:27][CH3:28])=[N:8][N:9]3[C:13]([C:14]4[C:19]([O:20][CH3:21])=[CH:18][C:17]([CH2:22][O:23][CH3:24])=[CH:16][C:15]=4[O:25][CH3:26])=[CH:12][S:11][C:10]=23)[CH2:3][CH2:2]1.[P:35](=[O:39])([OH:38])([OH:37])[OH:36]. Product: [P:35]([OH:39])([OH:38])([OH:37])=[O:36].[CH:1]1([CH2:4][N:5]([CH:29]2[CH2:34][CH2:33][CH2:32][O:31][CH2:30]2)[C:6]2[C:7]([O:27][CH3:28])=[N:8][N:9]3[C:13]([C:14]4[C:15]([O:25][CH3:26])=[CH:16][C:17]([CH2:22][O:23][CH3:24])=[CH:18][C:19]=4[O:20][CH3:21])=[CH:12][S:11][C:10]=23)[CH2:2][CH2:3]1. The catalyst class is: 13. (2) Reactant: [Br:1][C:2]1[CH:7]=[CH:6][C:5]([CH2:8][CH3:9])=[CH:4][CH:3]=1.[N+:10]([O-])([OH:12])=[O:11].O. Product: [Br:1][C:2]1[CH:7]=[CH:6][C:5]([CH2:8][CH3:9])=[C:4]([N+:10]([O-:12])=[O:11])[CH:3]=1. The catalyst class is: 82. (3) Reactant: [C:1]1([CH2:7][CH2:8][CH2:9][CH2:10][CH2:11]O)[CH:6]=[CH:5][CH:4]=[CH:3][CH:2]=1.C1(P(C2C=CC=CC=2)C2C=CC=CC=2)C=CC=CC=1.N1C=CN=C1.[I:37]I. Product: [I:37][CH2:11][CH2:10][CH2:9][CH2:8][CH2:7][C:1]1[CH:6]=[CH:5][CH:4]=[CH:3][CH:2]=1. The catalyst class is: 2. (4) Reactant: C(OC([N:8]1[C:16]2[C:11](=[CH:12][CH:13]=[CH:14][CH:15]=2)[CH:10]=[C:9]1[C:17]1[CH:22]=[C:21]([C:23]2[CH:28]=[CH:27][N:26]=[CH:25][CH:24]=2)[N:20]=[N:19][C:18]=1[O:29][CH3:30])=O)(C)(C)C.[C:31]([OH:37])([C:33]([F:36])([F:35])[F:34])=[O:32]. Product: [F:34][C:33]([F:36])([F:35])[C:31]([OH:37])=[O:32].[CH3:30][O:29][C:18]1[N:19]=[N:20][C:21]([C:23]2[CH:28]=[CH:27][N:26]=[CH:25][CH:24]=2)=[CH:22][C:17]=1[C:9]1[NH:8][C:16]2[C:11]([CH:10]=1)=[CH:12][CH:13]=[CH:14][CH:15]=2. The catalyst class is: 4. (5) Reactant: [Br:1][C:2]1[CH:3]=[C:4]([CH2:8][CH2:9][NH2:10])[CH:5]=[CH:6][CH:7]=1.C(N(CC)CC)C.Cl[C:19]([O:21][CH3:22])=[O:20].[O:23]1CCC[CH2:24]1. Product: [Br:1][C:2]1[CH:3]=[C:4]([CH:5]=[CH:6][C:7]=1[O:23][CH3:24])[CH2:8][CH2:9][NH:10][C:19](=[O:20])[O:21][CH3:22]. The catalyst class is: 13. (6) The catalyst class is: 11. Reactant: [Cl:1][C:2]1[N:10]=[CH:9][C:8]([F:11])=[CH:7][C:3]=1C(O)=O.[C:12]([OH:16])([CH3:15])([CH3:14])[CH3:13].C([N:19]([CH2:22]C)CC)C.C1(P(N=[N+]=[N-])(C2C=CC=CC=2)=[O:31])C=CC=CC=1. Product: [Cl:1][C:2]1[C:3]([NH:19][C:22](=[O:31])[O:16][C:12]([CH3:15])([CH3:14])[CH3:13])=[CH:7][C:8]([F:11])=[CH:9][N:10]=1.